Regression/Classification. Given a drug SMILES string, predict its absorption, distribution, metabolism, or excretion properties. Task type varies by dataset: regression for continuous measurements (e.g., permeability, clearance, half-life) or binary classification for categorical outcomes (e.g., BBB penetration, CYP inhibition). Dataset: rlm. From a dataset of Rat liver microsome stability data. (1) The molecule is CCc1ccc(S(=O)(=O)c2nnn3c2nc(NCc2cccs2)c2sccc23)cc1. The result is 1 (stable in rat liver microsomes). (2) The compound is CC(=O)N1CCC(Oc2ccc3c(c2)CCC2(CCN(C4CCC4)CC2)O3)CC1. The result is 0 (unstable in rat liver microsomes). (3) The molecule is Nc1c(C(=O)N2CCCCC2)sc(=S)n1-c1ccccc1. The result is 1 (stable in rat liver microsomes).